From a dataset of Full USPTO retrosynthesis dataset with 1.9M reactions from patents (1976-2016). Predict the reactants needed to synthesize the given product. Given the product [O:1]=[C:2]1[CH2:7][N:6]([C:8]([NH:41][CH:38]([C:35]2[CH:34]=[CH:33][C:32]([O:31][C:30]([F:29])([F:42])[F:43])=[CH:37][CH:36]=2)[CH2:39][CH3:40])=[O:10])[C:5]2[N:20]=[CH:21][C:22]([C:24]([F:25])([F:26])[F:27])=[CH:23][C:4]=2[NH:3]1, predict the reactants needed to synthesize it. The reactants are: [O:1]=[C:2]1[CH2:7][N:6]([C:8]([O:10]C2C=CC([N+]([O-])=O)=CC=2)=O)[C:5]2[N:20]=[CH:21][C:22]([C:24]([F:27])([F:26])[F:25])=[CH:23][C:4]=2[NH:3]1.Cl.[F:29][C:30]([F:43])([F:42])[O:31][C:32]1[CH:37]=[CH:36][C:35]([CH:38]([NH2:41])[CH2:39][CH3:40])=[CH:34][CH:33]=1.C(N(CC)CC)C.